Dataset: Full USPTO retrosynthesis dataset with 1.9M reactions from patents (1976-2016). Task: Predict the reactants needed to synthesize the given product. (1) The reactants are: [N:1]1[C:10]2[C:5](=[CH:6][CH:7]=[CH:8][CH:9]=2)[CH:4]=[C:3](B(O)O)[CH:2]=1.Br[C:15]1[CH:20]=[CH:19][C:18]([S:21]([N:24]2[CH2:38][CH2:37][C:27]3([O:32][CH2:31][C:30](=[O:33])[N:29]([CH:34]4[CH2:36][CH2:35]4)[CH2:28]3)[CH2:26][CH2:25]2)(=[O:23])=[O:22])=[CH:17][CH:16]=1. Given the product [CH:34]1([N:29]2[CH2:28][C:27]3([CH2:37][CH2:38][N:24]([S:21]([C:18]4[CH:17]=[CH:16][C:15]([C:3]5[CH:2]=[N:1][C:10]6[C:5]([CH:4]=5)=[CH:6][CH:7]=[CH:8][CH:9]=6)=[CH:20][CH:19]=4)(=[O:22])=[O:23])[CH2:25][CH2:26]3)[O:32][CH2:31][C:30]2=[O:33])[CH2:35][CH2:36]1, predict the reactants needed to synthesize it. (2) Given the product [CH3:23][C:24]1[CH:29]=[C:28]([N+:30]([O-:32])=[O:31])[C:27]([CH3:33])=[CH:26][C:25]=1[N:34]=[C:35]1[NH:8][C@@H:3]([CH:4]([CH2:5][CH3:6])[CH3:7])[CH2:2][S:36]1, predict the reactants needed to synthesize it. The reactants are: O[CH2:2][C@@H:3]([NH2:8])[CH:4]([CH3:7])[CH2:5][CH3:6].COC(=O)[C@H]([C@H](CC)C)N.OCCN.[CH3:23][C:24]1[CH:29]=[C:28]([N+:30]([O-:32])=[O:31])[C:27]([CH3:33])=[CH:26][C:25]=1[N:34]=[C:35]=[S:36].